This data is from Full USPTO retrosynthesis dataset with 1.9M reactions from patents (1976-2016). The task is: Predict the reactants needed to synthesize the given product. (1) Given the product [CH2:1]([N:3]1[C:7]2=[N:8][CH:9]=[C:10]([C:18]([OH:20])=[O:19])[C:11]([NH:12][C@H:13]3[CH2:17][CH2:16][O:15][CH2:14]3)=[C:6]2[CH:5]=[N:4]1)[CH3:2], predict the reactants needed to synthesize it. The reactants are: [CH2:1]([N:3]1[C:7]2=[N:8][CH:9]=[C:10]([C:18]([O:20]CC)=[O:19])[C:11]([NH:12][C@H:13]3[CH2:17][CH2:16][O:15][CH2:14]3)=[C:6]2[CH:5]=[N:4]1)[CH3:2].[OH-].[Na+]. (2) Given the product [Cl:17][C:6]1[N:5]=[C:4]([C:18]2[CH:23]=[CH:22][N:21]=[CH:20][CH:19]=2)[N:3]=[C:2]([NH:36][S:33]([CH2:32][CH2:31][C:25]2[CH:30]=[CH:29][CH:28]=[CH:27][CH:26]=2)(=[O:34])=[O:35])[C:7]=1[O:8][C:9]1[CH:14]=[CH:13][CH:12]=[CH:11][C:10]=1[O:15][CH3:16], predict the reactants needed to synthesize it. The reactants are: Cl[C:2]1[C:7]([O:8][C:9]2[CH:14]=[CH:13][CH:12]=[CH:11][C:10]=2[O:15][CH3:16])=[C:6]([Cl:17])[N:5]=[C:4]([C:18]2[CH:23]=[CH:22][N:21]=[CH:20][CH:19]=2)[N:3]=1.[K].[C:25]1([CH2:31][CH2:32][S:33]([NH2:36])(=[O:35])=[O:34])[CH:30]=[CH:29][CH:28]=[CH:27][CH:26]=1. (3) Given the product [CH2:52]([C:27]1[C:28]([CH2:29][CH3:30])=[C:33]([CH:34]=[CH:35][CH:26]=1)[C:32]([NH2:36])=[O:86])[CH3:53], predict the reactants needed to synthesize it. The reactants are: NCC1C=C(NC(OCCC2C=CC(C(N[C:26]3[CH:27]=[C:28]4[C:33](=[CH:34][CH:35]=3)[C:32]([N:36](C(OC(C)(C)C)=O)C(OC(C)(C)C)=O)=N[CH:30]=[CH:29]4)C(O)=O)=CC=2C)=O)C=CC=1.[CH2:52]1CN([P+](ON2N=NC3C=CC=CC2=3)(N2CCCC2)N2CCCC2)C[CH2:53]1.F[P-](F)(F)(F)(F)F.C(O)(C(F)(F)F)=[O:86]. (4) Given the product [F:40][C:24]1[CH:25]=[C:26]([N:29]2[CH2:33][C@H:32]([CH2:34][NH:35][C:36](=[O:38])[CH3:37])[O:31][C:30]2=[O:39])[CH:27]=[CH:28][C:23]=1[N:20]1[CH2:21][CH2:22][N:17]([CH:14]2[CH2:15][CH2:16][NH:11][CH2:12][CH2:13]2)[CH2:18][CH2:19]1, predict the reactants needed to synthesize it. The reactants are: C(OC([N:11]1[CH2:16][CH2:15][CH:14]([N:17]2[CH2:22][CH2:21][N:20]([C:23]3[CH:28]=[CH:27][C:26]([N:29]4[CH2:33][C@@H:32]([CH2:34][NH:35][C:36](=[O:38])[CH3:37])[O:31][C:30]4=[O:39])=[CH:25][C:24]=3[F:40])[CH2:19][CH2:18]2)[CH2:13][CH2:12]1)=O)C1C=CC=CC=1. (5) Given the product [Cl:1][C:2]1[CH:3]=[CH:4][C:5]([O:34][CH:35]([F:36])[F:37])=[C:6]([C:8]2[N:12]([CH2:13][O:14][CH2:15][CH2:16][Si:17]([CH3:18])([CH3:20])[CH3:19])[N:11]=[CH:10][C:9]=2[NH:21][C:22]([C:24]2[CH:25]=[N:26][N:27]3[CH:32]=[CH:31][C:30]([NH2:38])=[N:29][C:28]=23)=[O:23])[CH:7]=1, predict the reactants needed to synthesize it. The reactants are: [Cl:1][C:2]1[CH:3]=[CH:4][C:5]([O:34][CH:35]([F:37])[F:36])=[C:6]([C:8]2[N:12]([CH2:13][O:14][CH2:15][CH2:16][Si:17]([CH3:20])([CH3:19])[CH3:18])[N:11]=[CH:10][C:9]=2[NH:21][C:22]([C:24]2[CH:25]=[N:26][N:27]3[CH:32]=[CH:31][C:30](Cl)=[N:29][C:28]=23)=[O:23])[CH:7]=1.[NH3:38]. (6) The reactants are: [CH3:1][C@H:2]1[NH:13][C:12](=[O:14])[CH2:11][CH2:10][CH:9]=[CH:8][CH2:7][C@@H:6]([CH3:15])[C:5](=[O:16])[O:4][CH2:3]1. Given the product [CH3:1][C@H:2]1[NH:13][C:12](=[O:14])[CH2:11][CH2:10][CH2:9][CH2:8][CH2:7][C@@H:6]([CH3:15])[C:5](=[O:16])[O:4][CH2:3]1, predict the reactants needed to synthesize it. (7) Given the product [Cl:1][C:2]1[CH:7]=[CH:6][C:5]([C:8]2[C:9]([C:11]3[CH:16]=[C:15]([CH3:17])[CH:14]=[C:13]([O:18][CH3:19])[CH:12]=3)=[N:29][NH:23][CH:25]=2)=[CH:4][N:3]=1, predict the reactants needed to synthesize it. The reactants are: [Cl:1][C:2]1[CH:7]=[CH:6][C:5]([CH2:8][C:9]([C:11]2[CH:16]=[C:15]([CH3:17])[CH:14]=[C:13]([O:18][CH3:19])[CH:12]=2)=O)=[CH:4][N:3]=1.COC(OC)[N:23]([CH3:25])C.O.[NH2:29]N. (8) Given the product [CH3:26][C:25]1[S:27][C:2]2[CH2:8][CH2:7][CH2:6][C:5]3[CH:9]=[C:10]([N:13]4[CH2:17][C@H:16]([CH2:18][NH:19][C:20](=[O:22])[CH3:21])[O:15][C:14]4=[O:23])[CH:11]=[CH:12][C:4]=3[C:3]=2[N:28]=1, predict the reactants needed to synthesize it. The reactants are: Br[CH:2]1[CH2:8][CH2:7][CH2:6][C:5]2[CH:9]=[C:10]([N:13]3[CH2:17][C@H:16]([CH2:18][NH:19][C:20](=[O:22])[CH3:21])[O:15][C:14]3=[O:23])[CH:11]=[CH:12][C:4]=2[C:3]1=O.[C:25]([NH2:28])(=[S:27])[CH3:26].C(=O)(O)[O-].[Na+]. (9) The reactants are: [S:1]1[CH:5]=[CH:4][CH:3]=[C:2]1[CH2:6][NH:7][C:8]([C:10]1[CH:25]=[C:13]2[CH:14]=[C:15]([C:19]3[CH:24]=[CH:23][CH:22]=[CH:21][CH:20]=3)[CH:16]=[C:17](I)[N:12]2[N:11]=1)=[O:9].[Cu][C:27]#[N:28].CN(C=O)C. Given the product [S:1]1[CH:5]=[CH:4][CH:3]=[C:2]1[CH2:6][NH:7][C:8]([C:10]1[CH:25]=[C:13]2[CH:14]=[C:15]([C:19]3[CH:24]=[CH:23][CH:22]=[CH:21][CH:20]=3)[CH:16]=[C:17]([C:27]#[N:28])[N:12]2[N:11]=1)=[O:9], predict the reactants needed to synthesize it.